From a dataset of Peptide-MHC class I binding affinity with 185,985 pairs from IEDB/IMGT. Regression. Given a peptide amino acid sequence and an MHC pseudo amino acid sequence, predict their binding affinity value. This is MHC class I binding data. The peptide sequence is LLWAARPRL. The MHC is HLA-A30:02 with pseudo-sequence HLA-A30:02. The binding affinity (normalized) is 0.314.